This data is from Full USPTO retrosynthesis dataset with 1.9M reactions from patents (1976-2016). The task is: Predict the reactants needed to synthesize the given product. (1) Given the product [CH:12]([O:11][C:7]1[CH:6]=[C:5]([CH2:4][CH2:3][OH:2])[CH:10]=[CH:9][CH:8]=1)([CH3:14])[CH3:13], predict the reactants needed to synthesize it. The reactants are: C[O:2][C:3](=O)[CH2:4][C:5]1[CH:10]=[CH:9][CH:8]=[C:7]([O:11][CH:12]([CH3:14])[CH3:13])[CH:6]=1.[H-].[Al+3].[Li+].[H-].[H-].[H-].O.O.O.O.O.O.O.O.O.O.S([O-])([O-])(=O)=O.[Na+].[Na+]. (2) Given the product [C:1]([NH:8][S:9]([C:12]1([CH:15]=[O:16])[CH2:13][CH2:14]1)(=[O:10])=[O:11])([O:3][C:4]([CH3:7])([CH3:6])[CH3:5])=[O:2], predict the reactants needed to synthesize it. The reactants are: [C:1]([NH:8][S:9]([C:12]1([CH2:15][OH:16])[CH2:14][CH2:13]1)(=[O:11])=[O:10])([O:3][C:4]([CH3:7])([CH3:6])[CH3:5])=[O:2].[Cr](Cl)([O-])(=O)=O.[NH+]1C=CC=CC=1.